From a dataset of Reaction yield outcomes from USPTO patents with 853,638 reactions. Predict the reaction yield, written as a fraction of the theoretical maximum amount of product (1.0 means a 100% yield; for example, 0.34 means a 34% yield). (1) The reactants are [CH3:1][C@@H:2]1[CH2:7][N:6]([C:8]([C:10]2[C:15]([C:16]3[N:21]=[CH:20][CH:19]=[CH:18][N:17]=3)=[CH:14][CH:13]=[C:12]([CH3:22])[N:11]=2)=[O:9])[C@H:5]([CH2:23][NH2:24])[CH2:4][CH2:3]1.C(=O)([O-])[O-].[K+].[K+].F[C:32]1[C:37]([C:38]([F:41])([F:40])[F:39])=[CH:36][CH:35]=[CH:34][N:33]=1. The catalyst is CN(C=O)C.CCOC(C)=O. The product is [CH3:1][C@@H:2]1[CH2:7][N:6]([C:8]([C:10]2[C:15]([C:16]3[N:21]=[CH:20][CH:19]=[CH:18][N:17]=3)=[CH:14][CH:13]=[C:12]([CH3:22])[N:11]=2)=[O:9])[C@H:5]([CH2:23][NH:24][C:32]2[C:37]([C:38]([F:41])([F:40])[F:39])=[CH:36][CH:35]=[CH:34][N:33]=2)[CH2:4][CH2:3]1. The yield is 0.356. (2) The reactants are Cl.[NH2:2][OH:3].C([O-])(O)=O.[Na+].[C:9]1([NH:15][S:16]([C:19]2[CH:24]=[CH:23][CH:22]=[CH:21][C:20]=2[CH:25]=[CH:26][C:27](Cl)=[O:28])(=[O:18])=[O:17])[CH:14]=[CH:13][CH:12]=[CH:11][CH:10]=1. The catalyst is O1CCCC1. The product is [OH:3][NH:2][C:27](=[O:28])[CH:26]=[CH:25][C:20]1[CH:21]=[CH:22][CH:23]=[CH:24][C:19]=1[S:16](=[O:18])(=[O:17])[NH:15][C:9]1[CH:14]=[CH:13][CH:12]=[CH:11][CH:10]=1. The yield is 0.300. (3) The reactants are Cl[C:2]([O:4][CH:5]1[CH2:9][CH2:8][CH2:7][CH2:6]1)=[O:3].[CH3:10][O:11][C:12]1[CH:13]=[C:14]([CH:18]=[CH:19][C:20]=1[CH2:21][C:22]1[C:30]2[C:25](=[CH:26][CH:27]=[C:28]([NH2:31])[CH:29]=2)[N:24]([CH3:32])[CH:23]=1)[C:15]([O-:17])=[O:16].[CH3:33]N1CCOCC1. The catalyst is ClCCl. The product is [CH:5]1([O:4][C:2]([NH:31][C:28]2[CH:29]=[C:30]3[C:25](=[CH:26][CH:27]=2)[N:24]([CH3:32])[CH:23]=[C:22]3[CH2:21][C:20]2[CH:19]=[CH:18][C:14]([C:15]([O:17][CH3:33])=[O:16])=[CH:13][C:12]=2[O:11][CH3:10])=[O:3])[CH2:9][CH2:8][CH2:7][CH2:6]1. The yield is 0.950. (4) The reactants are [F:1][C:2]1[C:12]([C:13]([OH:15])=O)=[CH:11][C:5]2[NH:6][C:7](=[O:10])[CH2:8][S:9][C:4]=2[CH:3]=1.[C:16]1([N:26]2[CH:34]=[C:33]3[C:28]([CH2:29][CH2:30][CH:31]([NH2:35])[CH2:32]3)=[N:27]2)[C:25]2[C:20](=[CH:21][CH:22]=[CH:23][CH:24]=2)[CH:19]=[CH:18][CH:17]=1.C1C=CC2N(O)N=NC=2C=1.C(Cl)CCl. The catalyst is CN(C=O)C.CCOC(C)=O.[OH-].[Na+]. The product is [C:16]1([N:26]2[CH:34]=[C:33]3[C:28]([CH2:29][CH2:30][CH:31]([NH:35][C:13]([C:12]4[C:2]([F:1])=[CH:3][C:4]5[S:9][CH2:8][C:7](=[O:10])[NH:6][C:5]=5[CH:11]=4)=[O:15])[CH2:32]3)=[N:27]2)[C:25]2[C:20](=[CH:21][CH:22]=[CH:23][CH:24]=2)[CH:19]=[CH:18][CH:17]=1. The yield is 0.0800. (5) The reactants are [CH3:1][C:2]1[C:7]([CH3:8])=[CH:6][CH:5]=[CH:4][C:3]=1[CH:9]([C:11]1[N:15]([C:16]([C:29]2[CH:34]=[CH:33][CH:32]=[CH:31][CH:30]=2)([C:23]2[CH:28]=[CH:27][CH:26]=[CH:25][CH:24]=2)[C:17]2[CH:22]=[CH:21][CH:20]=[CH:19][CH:18]=2)[CH:14]=[N:13][CH:12]=1)[OH:10]. The catalyst is C(Cl)Cl.[O-2].[Mn+4].[O-2].O=[Mn]=O. The product is [CH3:1][C:2]1[C:7]([CH3:8])=[CH:6][CH:5]=[CH:4][C:3]=1[C:9]([C:11]1[N:15]([C:16]([C:17]2[CH:22]=[CH:21][CH:20]=[CH:19][CH:18]=2)([C:29]2[CH:30]=[CH:31][CH:32]=[CH:33][CH:34]=2)[C:23]2[CH:28]=[CH:27][CH:26]=[CH:25][CH:24]=2)[CH:14]=[N:13][CH:12]=1)=[O:10]. The yield is 0.620. (6) The reactants are [CH2:1]([C:5]1[N:10]2[N:11]=[CH:12][CH:13]=[C:9]2[N:8]([C@H:14]2[CH2:19][CH2:18][C@H:17]([OH:20])[CH2:16][CH2:15]2)[C:7](=[O:21])[C:6]=1[CH2:22][C:23]1[CH:28]=[CH:27][C:26]([C:29]2[C:30]([C:35]#[N:36])=[CH:31][CH:32]=[CH:33][CH:34]=2)=[CH:25][CH:24]=1)[CH2:2][CH2:3][CH3:4].[N+](=[CH:39][C:40]([O:42][CH2:43][CH3:44])=[O:41])=[N-].C(OCC)(=O)C.O. The catalyst is C(Cl)Cl.C([O-])(=O)C.[Rh+3].C([O-])(=O)C.C([O-])(=O)C. The product is [CH2:1]([C:5]1[N:10]2[N:11]=[CH:12][CH:13]=[C:9]2[N:8]([C@H:14]2[CH2:19][CH2:18][C@H:17]([O:20][CH2:39][C:40]([O:42][CH2:43][CH3:44])=[O:41])[CH2:16][CH2:15]2)[C:7](=[O:21])[C:6]=1[CH2:22][C:23]1[CH:24]=[CH:25][C:26]([C:29]2[CH:34]=[CH:33][CH:32]=[CH:31][C:30]=2[C:35]#[N:36])=[CH:27][CH:28]=1)[CH2:2][CH2:3][CH3:4]. The yield is 0.610.